From a dataset of Forward reaction prediction with 1.9M reactions from USPTO patents (1976-2016). Predict the product of the given reaction. Given the reactants [C:1]([O:4][C:5](=[CH:10][C:11]1[CH:19]=[C:18]([CH3:20])[C:17]2[C:13](=[CH:14][N:15]([CH2:21][O:22][CH2:23][CH2:24][Si:25]([CH3:28])([CH3:27])[CH3:26])[N:16]=2)[CH:12]=1)[C:6]([O:8][CH3:9])=[O:7])(=[O:3])[CH3:2], predict the reaction product. The product is: [C:1]([O:4][C@H:5]([CH2:10][C:11]1[CH:19]=[C:18]([CH3:20])[C:17]2[C:13](=[CH:14][N:15]([CH2:21][O:22][CH2:23][CH2:24][Si:25]([CH3:28])([CH3:27])[CH3:26])[N:16]=2)[CH:12]=1)[C:6]([O:8][CH3:9])=[O:7])(=[O:3])[CH3:2].